Dataset: Catalyst prediction with 721,799 reactions and 888 catalyst types from USPTO. Task: Predict which catalyst facilitates the given reaction. (1) Reactant: [F:1][C:2]1[C:30]([F:31])=[CH:29][CH:28]=[CH:27][C:3]=1[CH2:4][N:5]1[C:9]2=[N:10][C:11]([CH3:14])=[CH:12][CH:13]=[C:8]2[C:7]([C:15]2[N:16]=[N:17][C:18]3[C:23]([CH3:25])([CH3:24])[C:22](=[O:26])[NH:21][C:19]=3[N:20]=2)=[N:6]1.[OH-].[Na+:33]. Product: [F:1][C:2]1[C:30]([F:31])=[CH:29][CH:28]=[CH:27][C:3]=1[CH2:4][N:5]1[C:9]2=[N:10][C:11]([CH3:14])=[CH:12][CH:13]=[C:8]2[C:7]([C:15]2[N:16]=[N:17][C:18]3[C:23]([CH3:25])([CH3:24])[C:22](=[O:26])[N-:21][C:19]=3[N:20]=2)=[N:6]1.[Na+:33]. The catalyst class is: 1. (2) Reactant: [C:1]([O:5][C:6]([N:8]1[CH2:12][CH2:11][C@@H:10]([OH:13])[C@H:9]1[C:14]([NH:16][CH2:17][C:18]1[CH:23]=[C:22]([C:24]2[CH:25]=[N:26][C:27]([C:30]([F:33])([F:32])[F:31])=[CH:28][CH:29]=2)[N:21]=[CH:20][C:19]=1[C:34]([O:36]C)=[O:35])=[O:15])=[O:7])([CH3:4])([CH3:3])[CH3:2].[Li+].[OH-].CC(O)=O. Product: [C:1]([O:5][C:6]([N:8]1[CH2:12][CH2:11][C@@H:10]([OH:13])[C@H:9]1[C:14]([NH:16][CH2:17][C:18]1[CH:23]=[C:22]([C:24]2[CH:25]=[N:26][C:27]([C:30]([F:31])([F:32])[F:33])=[CH:28][CH:29]=2)[N:21]=[CH:20][C:19]=1[C:34]([OH:36])=[O:35])=[O:15])=[O:7])([CH3:4])([CH3:2])[CH3:3]. The catalyst class is: 20. (3) Reactant: [F:1][C@H:2]1[C@H:7]([O:8][C:9]2[CH:14]=[CH:13][C:12]([N+:15]([O-:17])=[O:16])=[CH:11][C:10]=2[C:18]([F:21])([F:20])[F:19])[CH2:6][CH2:5][NH:4][CH2:3]1.[O:22]1[CH2:25][C:24](=O)[CH2:23]1.C(O[BH-](OC(=O)C)OC(=O)C)(=O)C.[Na+]. Product: [F:1][C@H:2]1[C@H:7]([O:8][C:9]2[CH:14]=[CH:13][C:12]([N+:15]([O-:17])=[O:16])=[CH:11][C:10]=2[C:18]([F:21])([F:19])[F:20])[CH2:6][CH2:5][N:4]([CH:24]2[CH2:25][O:22][CH2:23]2)[CH2:3]1. The catalyst class is: 26. (4) Reactant: [NH2:1][C:2]1[S:11][C:5]2[CH2:6][N:7]([CH3:10])[CH2:8][CH2:9][C:4]=2[C:3]=1[C:12]([C:14]1[CH:19]=[CH:18][C:17]([CH3:20])=[CH:16][CH:15]=1)=O.O=[C:22]([CH3:33])[CH2:23][CH:24]([CH2:30][CH2:31][CH3:32])[C:25]([O:27][CH2:28][CH3:29])=[O:26].Cl[Si](C)(C)C. Product: [CH3:33][C:22]1[C:23]([CH:24]([CH2:30][CH2:31][CH3:32])[C:25]([O:27][CH2:28][CH3:29])=[O:26])=[C:12]([C:14]2[CH:19]=[CH:18][C:17]([CH3:20])=[CH:16][CH:15]=2)[C:3]2[C:4]3[CH2:9][CH2:8][N:7]([CH3:10])[CH2:6][C:5]=3[S:11][C:2]=2[N:1]=1. The catalyst class is: 3. (5) Reactant: Cl[S:2]([C:5]1[CH:14]=[CH:13][C:12]2[NH:11][C:10](=[O:15])[C:9]3[NH:16][CH:17]=[C:18]([C:19]([OH:21])=[O:20])[C:8]=3[C:7]=2[CH:6]=1)(=[O:4])=[O:3].S([O-])([O-])=O.[Na+].[Na+].P([O-])([O-])([O-])=O.[Na+].[Na+].[Na+].[Cl:36][C:37]1[CH:44]=[CH:43][CH:42]=[C:41]([Cl:45])[C:38]=1[CH2:39]Br. Product: [Cl:36][C:37]1[CH:44]=[CH:43][CH:42]=[C:41]([Cl:45])[C:38]=1[CH2:39][S:2]([C:5]1[CH:14]=[CH:13][C:12]2[NH:11][C:10](=[O:15])[C:9]3[NH:16][CH:17]=[CH:18][C:8]=3[C:7]=2[CH:6]=1)(=[O:3])=[O:4].[CH2:18]([C:19]([O-:21])=[O:20])[CH3:17]. The catalyst class is: 145. (6) Reactant: Cl[C:2]1[C:7]([CH2:8][N:9]([CH3:20])[C@@H:10]2[C:19]3[C:14](=[CH:15][CH:16]=[CH:17][CH:18]=3)[CH2:13][CH2:12][CH2:11]2)=[C:6]([CH2:21][CH3:22])[CH:5]=[C:4]([C:23]2[C:28]([CH2:29][CH3:30])=[CH:27][CH:26]=[CH:25][C:24]=2[CH2:31][CH3:32])[N:3]=1.CN.[CH3:35][N:36]1C(=O)CCC1.O. Product: [CH2:31]([C:24]1[CH:25]=[CH:26][CH:27]=[C:28]([CH2:29][CH3:30])[C:23]=1[C:4]1[N:3]=[C:2]([NH:36][CH3:35])[C:7]([CH2:8][N:9]([CH3:20])[C@@H:10]2[C:19]3[C:14](=[CH:15][CH:16]=[CH:17][CH:18]=3)[CH2:13][CH2:12][CH2:11]2)=[C:6]([CH2:21][CH3:22])[CH:5]=1)[CH3:32]. The catalyst class is: 81. (7) Reactant: Cl[C:2]1[N:3]=[C:4]([N:13]2[CH2:18][CH2:17][N:16]([C:19](=[O:27])[CH2:20][C:21]3[CH:26]=[CH:25][CH:24]=[CH:23][CH:22]=3)[CH2:15][CH2:14]2)[C:5]2[CH:10]=[C:9]([CH2:11][CH3:12])[S:8][C:6]=2[N:7]=1.Cl.[N:29]1[CH:34]=[CH:33][C:32]([CH2:35][CH2:36][SH:37])=[CH:31][CH:30]=1. Product: [CH2:11]([C:9]1[S:8][C:6]2[N:7]=[C:2]([S:37][CH2:36][CH2:35][C:32]3[CH:33]=[CH:34][N:29]=[CH:30][CH:31]=3)[N:3]=[C:4]([N:13]3[CH2:18][CH2:17][N:16]([C:19](=[O:27])[CH2:20][C:21]4[CH:26]=[CH:25][CH:24]=[CH:23][CH:22]=4)[CH2:15][CH2:14]3)[C:5]=2[CH:10]=1)[CH3:12]. The catalyst class is: 3.